Dataset: Peptide-MHC class I binding affinity with 185,985 pairs from IEDB/IMGT. Task: Regression. Given a peptide amino acid sequence and an MHC pseudo amino acid sequence, predict their binding affinity value. This is MHC class I binding data. (1) The peptide sequence is QVPLRPMTYK. The MHC is HLA-B27:05 with pseudo-sequence HLA-B27:05. The binding affinity (normalized) is 0. (2) The peptide sequence is KEHVIQNAF. The MHC is HLA-B18:01 with pseudo-sequence HLA-B18:01. The binding affinity (normalized) is 0.724. (3) The binding affinity (normalized) is 0.756. The peptide sequence is IGYRLGMGK. The MHC is HLA-A03:01 with pseudo-sequence HLA-A03:01. (4) The peptide sequence is RVFNGDDVK. The MHC is HLA-B18:01 with pseudo-sequence HLA-B18:01. The binding affinity (normalized) is 0.0847. (5) The peptide sequence is LIDLAFLIK. The MHC is HLA-A11:01 with pseudo-sequence HLA-A11:01. The binding affinity (normalized) is 0.433. (6) The peptide sequence is AEYLYADGI. The MHC is HLA-B83:01 with pseudo-sequence HLA-B83:01. The binding affinity (normalized) is 0.213. (7) The peptide sequence is KRFYQTVGF. The MHC is HLA-B08:01 with pseudo-sequence HLA-B08:01. The binding affinity (normalized) is 0.0847. (8) The peptide sequence is RYNTRGNTY. The binding affinity (normalized) is 0.682. The MHC is HLA-A30:02 with pseudo-sequence HLA-A30:02. (9) The peptide sequence is ARHGEYAPF. The MHC is HLA-A26:03 with pseudo-sequence HLA-A26:03. The binding affinity (normalized) is 0.0847. (10) The peptide sequence is IREQANSVETI. The MHC is Mamu-B03 with pseudo-sequence Mamu-B03. The binding affinity (normalized) is 0.286.